Task: Predict the reaction yield, written as a fraction of the theoretical maximum amount of product (1.0 means a 100% yield; for example, 0.34 means a 34% yield).. Dataset: Reaction yield outcomes from USPTO patents with 853,638 reactions The reactants are [CH3:1][O:2][C:3]1[CH:35]=[CH:34][C:6]([CH2:7][N:8]([CH2:25][C:26]2[CH:31]=[CH:30][C:29]([O:32][CH3:33])=[CH:28][CH:27]=2)[C:9]2[N:14]=[C:13]([CH3:15])[N:12]=[C:11]([C:16]3[C:17]([F:24])=[N:18][CH:19]=[C:20]([CH:23]=3)[CH:21]=[O:22])[N:10]=2)=[CH:5][CH:4]=1.C[Si](C)(C)[C:38]([F:41])([F:40])[F:39].[F-].[Cs+]. The catalyst is C1COCC1. The product is [CH3:33][O:32][C:29]1[CH:28]=[CH:27][C:26]([CH2:25][N:8]([CH2:7][C:6]2[CH:5]=[CH:4][C:3]([O:2][CH3:1])=[CH:35][CH:34]=2)[C:9]2[N:14]=[C:13]([CH3:15])[N:12]=[C:11]([C:16]3[CH:23]=[C:20]([CH:21]([OH:22])[C:38]([F:41])([F:40])[F:39])[CH:19]=[N:18][C:17]=3[F:24])[N:10]=2)=[CH:31][CH:30]=1. The yield is 1.08.